Dataset: Full USPTO retrosynthesis dataset with 1.9M reactions from patents (1976-2016). Task: Predict the reactants needed to synthesize the given product. (1) Given the product [Cl:24][C:25]1[C:26]([F:33])=[C:27]([C:31]#[C:32][C:18]2[CH:19]=[CH:20][C:15]([N:11]3[C:12](=[O:14])[NH:13][C:9]([C:3]4[C:4]([F:8])=[CH:5][CH:6]=[CH:7][C:2]=4[Cl:1])=[N:10]3)=[CH:16][C:17]=2[O:22][CH3:23])[CH:28]=[CH:29][CH:30]=1, predict the reactants needed to synthesize it. The reactants are: [Cl:1][C:2]1[CH:7]=[CH:6][CH:5]=[C:4]([F:8])[C:3]=1[C:9]1[NH:13][C:12](=[O:14])[N:11]([C:15]2[CH:20]=[CH:19][C:18](I)=[C:17]([O:22][CH3:23])[CH:16]=2)[N:10]=1.[Cl:24][C:25]1[CH:30]=[CH:29][CH:28]=[C:27]([C:31]#[CH:32])[C:26]=1[F:33].CCCC[N+](CCCC)(CCCC)CCCC.[F-]. (2) Given the product [Cl:1][C:2]1[S:3][C:14]([Cl:16])=[C:5]([CH3:4])[C:6]=1[CH:7]=[O:10], predict the reactants needed to synthesize it. The reactants are: [Cl:1][C:2]1[S:3][C:4](Cl)=[CH:5][C:6]=1[CH3:7].C[O:10]C(Cl)Cl.[CH2:14]([Cl:16])Cl. (3) Given the product [CH2:1]([O:3][C:4](=[O:18])[C:5]1[CH:10]=[C:9]([C:11]([F:14])([F:13])[F:12])[C:30]([CH:29]([OH:33])[CH2:31][OH:25])=[CH:7][C:6]=1[NH2:17])[CH3:2], predict the reactants needed to synthesize it. The reactants are: [CH2:1]([O:3][C:4](=[O:18])[C:5]1[CH:10]=[C:9]([C:11]([F:14])([F:13])[F:12])C(C=C)=[CH:7][C:6]=1[NH2:17])[CH3:2].N([O-])=O.[Na+].C(OCC)(=[O:25])C.[C:29]([OH:33])(C)([CH3:31])[CH3:30]. (4) Given the product [CH3:1][C@@H:2]1[CH2:7][O:6][CH2:5][CH2:4][N:3]1[C:8]1[N:16]=[C:15]2[C:11]([N:12]=[CH:13][N:14]2[CH:25]2[CH2:26][CH2:27][CH2:28][CH2:29][O:24]2)=[C:10]([N:17]2[CH2:22][CH2:21][O:20][CH2:19][C@H:18]2[CH3:23])[N:9]=1, predict the reactants needed to synthesize it. The reactants are: [CH3:1][C@@H:2]1[CH2:7][O:6][CH2:5][CH2:4][N:3]1[C:8]1[N:16]=[C:15]2[C:11]([N:12]=[CH:13][NH:14]2)=[C:10]([N:17]2[CH2:22][CH2:21][O:20][CH2:19][C@H:18]2[CH3:23])[N:9]=1.[O:24]1[CH:29]=[CH:28][CH2:27][CH2:26][CH2:25]1.FC(F)(F)C(OC(=O)C(F)(F)F)=O.FC(F)(F)C(O)=O.C([O-])([O-])=O.[Na+].[Na+]. (5) Given the product [C:15]([O:6][C:5](=[O:7])[C:4]1[CH:3]=[C:2]([F:1])[C:10]([F:11])=[C:9]([F:12])[CH:8]=1)([CH3:18])([CH3:17])[CH3:16], predict the reactants needed to synthesize it. The reactants are: [F:1][C:2]1[CH:3]=[C:4]([CH:8]=[C:9]([F:12])[C:10]=1[F:11])[C:5]([OH:7])=[O:6].C(=O)(O[C:15]([CH3:18])([CH3:17])[CH3:16])O[C:15]([CH3:18])([CH3:17])[CH3:16]. (6) Given the product [CH2:1]([N:8]1[C:13](=[O:14])[CH2:12][O:11][C@@H:10]([CH3:15])[C@@H:9]1[C:16]([O:18][CH2:23][CH3:24])=[O:17])[C:2]1[CH:7]=[CH:6][CH:5]=[CH:4][CH:3]=1, predict the reactants needed to synthesize it. The reactants are: [CH2:1]([N:8]1[C:13](=[O:14])[CH2:12][O:11][C@@H:10]([CH3:15])[C@@H:9]1[C:16]([OH:18])=[O:17])[C:2]1[CH:7]=[CH:6][CH:5]=[CH:4][CH:3]=1.S(Cl)(Cl)=O.[CH3:23][CH2:24]O. (7) Given the product [CH3:13][O:12][C:10]1[CH:9]=[CH:8][C:6]2[N:7]=[C:2]([C:20]#[N:21])[C:3]3[N:4]([CH:14]=[N:15][C:16]=3[CH3:17])[C:5]=2[N:11]=1, predict the reactants needed to synthesize it. The reactants are: Cl[C:2]1[C:3]2[N:4]([CH:14]=[N:15][C:16]=2[CH3:17])[C:5]2[N:11]=[C:10]([O:12][CH3:13])[CH:9]=[CH:8][C:6]=2[N:7]=1.[C-]#N.[CH3:20][N+:21](C)(C)C.O. (8) Given the product [CH3:18][N:15]1[C:10]2=[N:11][CH:12]=[CH:13][N:14]=[C:9]2[CH:8]=[C:7]1[C:1]1[CH:2]=[CH:3][CH:4]=[CH:5][CH:6]=1, predict the reactants needed to synthesize it. The reactants are: [C:1]1([C:7]2[NH:15][C:10]3=[N:11][CH:12]=[CH:13][N:14]=[C:9]3[CH:8]=2)[CH:6]=[CH:5][CH:4]=[CH:3][CH:2]=1.[H-].[Na+].[CH3:18]I. (9) Given the product [CH3:1][O:2][C:3]1[CH:24]=[CH:23][C:6]([O:7][C:8]2[CH:9]=[C:10]([C:17]3[CH:22]=[CH:21][CH:20]=[CH:19][CH:18]=3)[CH:11]=[CH:12][C:13]=2[NH2:14])=[CH:5][CH:4]=1, predict the reactants needed to synthesize it. The reactants are: [CH3:1][O:2][C:3]1[CH:24]=[CH:23][C:6]([O:7][C:8]2[CH:9]=[C:10]([C:17]3[CH:22]=[CH:21][CH:20]=[CH:19][CH:18]=3)[CH:11]=[CH:12][C:13]=2[N+:14]([O-])=O)=[CH:5][CH:4]=1.